Dataset: Full USPTO retrosynthesis dataset with 1.9M reactions from patents (1976-2016). Task: Predict the reactants needed to synthesize the given product. (1) Given the product [C:32]([C:31]1[CH:37]=[C:38]([NH2:39])[N:8]([C:5]2[CH:6]=[CH:7][C:2]([F:1])=[C:3]([CH2:24][N:25]3[CH2:30][CH2:29][O:28][CH2:27][CH2:26]3)[CH:4]=2)[N:9]=1)([CH3:35])([CH3:34])[CH3:33], predict the reactants needed to synthesize it. The reactants are: [F:1][C:2]1[CH:7]=[CH:6][C:5]([N:8](C(OC(C)(C)C)=O)[NH:9]C(OC(C)(C)C)=O)=[CH:4][C:3]=1[CH2:24][N:25]1[CH2:30][CH2:29][O:28][CH2:27][CH2:26]1.[C:31]([CH2:37][C:38]#[N:39])(=O)[C:32]([CH3:35])([CH3:34])[CH3:33].Cl.C([O-])(O)=O.[Na+]. (2) The reactants are: [C:1]1([C:11]([NH2:13])=[NH:12])[C:10]2[C:5](=[CH:6][CH:7]=[CH:8][CH:9]=2)[CH:4]=[CH:3][CH:2]=1.[Cl:14][C:15]1[CH:26]=[C:25]([Cl:27])[CH:24]=[CH:23][C:16]=1[CH:17]=[C:18]([C:21]#[N:22])[C:19]#[N:20]. Given the product [NH2:22][CH2:21][C:18]1[C:19]([NH2:20])=[N:12][C:11]([C:1]2[C:10]3[C:5](=[CH:6][CH:7]=[CH:8][CH:9]=3)[CH:4]=[CH:3][CH:2]=2)=[N:13][C:17]=1[C:16]1[CH:23]=[CH:24][C:25]([Cl:27])=[CH:26][C:15]=1[Cl:14], predict the reactants needed to synthesize it. (3) Given the product [CH:24]12[CH2:25][CH:20]1[CH2:21][N:22]([C:26]([C:28]1[C:32]([CH3:33])=[C:31]([C:34]3[CH:39]=[CH:38][C:37]([Cl:40])=[CH:36][CH:35]=3)[N:30]([CH3:41])[C:29]=1[C:8]1[CH:9]=[CH:10][C:5]([S:2]([NH2:1])(=[O:4])=[O:3])=[CH:6][CH:7]=1)=[O:27])[CH2:23]2, predict the reactants needed to synthesize it. The reactants are: [NH2:1][S:2]([C:5]1[CH:10]=[CH:9][C:8](B(O)O)=[CH:7][CH:6]=1)(=[O:4])=[O:3].C(=O)([O-])[O-].[K+].[K+].[CH:20]12[CH2:25][CH:24]1[CH2:23][N:22]([C:26]([C:28]1[C:32]([CH3:33])=[C:31]([C:34]3[CH:39]=[CH:38][C:37]([Cl:40])=[CH:36][CH:35]=3)[N:30]([CH3:41])[C:29]=1Br)=[O:27])[CH2:21]2.C(O)C. (4) Given the product [CH3:5][O:4][S:1]([O-:6])(=[O:3])=[O:2].[CH3:19][S+:18]([CH3:28])[C:15]1[CH:16]=[CH:17][C:12]([C:10](=[O:11])[C:9]([CH3:8])([NH+:21]2[CH2:22][CH2:23][O:24][CH2:25][CH2:26]2)[CH3:20])=[CH:13][CH:14]=1.[CH3:5][O:4][S:1]([O-:6])(=[O:3])=[O:2], predict the reactants needed to synthesize it. The reactants are: [S:1]([O:6]C)([O:4][CH3:5])(=[O:3])=[O:2].[CH3:8][C:9]([N:21]1[CH2:26][CH2:25][O:24][CH2:23][CH2:22]1)([CH3:20])[C:10]([C:12]1[CH:17]=[CH:16][C:15]([S:18][CH3:19])=[CH:14][CH:13]=1)=[O:11].O.[C:28]1(C)C=CC=CC=1. (5) Given the product [NH2:26][C:24](=[O:25])[C:23](=[O:27])[CH:22]([NH:21][C:18]([C@H:13]1[CH2:14][CH2:15][C:16](=[O:17])[N:12]1[CH2:11][C:2]1[CH:3]=[CH:4][C:5]2[C:10](=[CH:9][CH:8]=[CH:7][CH:6]=2)[CH:1]=1)=[O:20])[CH2:28][C:29]1[CH:30]=[CH:31][CH:32]=[CH:33][CH:34]=1, predict the reactants needed to synthesize it. The reactants are: [CH:1]1[C:10]2[C:5](=[CH:6][CH:7]=[CH:8][CH:9]=2)[CH:4]=[CH:3][C:2]=1[CH2:11][N:12]1[C:16](=[O:17])[CH2:15][CH2:14][C@@H:13]1[C:18]([OH:20])=O.[NH2:21][CH:22]([CH2:28][C:29]1[CH:34]=[CH:33][CH:32]=[CH:31][CH:30]=1)[CH:23]([OH:27])[C:24]([NH2:26])=[O:25].O[NH-].O=[N-]. (6) The reactants are: [NH2:1][C:2]1[CH:7]=[C:6](Cl)[CH:5]=[CH:4][N:3]=1.Cl.N1C=CC=CC=1.[C:16]1([NH:22][C:23]([N:25]2[C:33]3[C:28](=[CH:29][C:30]([NH2:34])=[CH:31][CH:32]=3)[CH:27]=[CH:26]2)=[O:24])[CH:21]=[CH:20][CH:19]=[CH:18][CH:17]=1. Given the product [C:16]1([NH:22][C:23]([N:25]2[C:33]3[C:28](=[CH:29][C:30]([NH:34][C:6]4[CH:5]=[CH:4][N:3]=[C:2]([NH2:1])[CH:7]=4)=[CH:31][CH:32]=3)[CH:27]=[CH:26]2)=[O:24])[CH:17]=[CH:18][CH:19]=[CH:20][CH:21]=1, predict the reactants needed to synthesize it. (7) Given the product [Cl:1][C:2]1[CH:3]=[N:4][C:5]([N:12]2[CH2:15][CH:14]([O:16][C:17]3[CH:18]=[CH:19][CH:20]=[CH:21][CH:22]=3)[CH2:13]2)=[C:6]([CH:11]=1)[C:7]([OH:9])=[O:8], predict the reactants needed to synthesize it. The reactants are: [Cl:1][C:2]1[CH:3]=[N:4][C:5]([N:12]2[CH2:15][CH:14]([O:16][C:17]3[CH:22]=[CH:21][CH:20]=[CH:19][CH:18]=3)[CH2:13]2)=[C:6]([CH:11]=1)[C:7]([O:9]C)=[O:8].[OH-].[Na+].